Dataset: Experimentally validated miRNA-target interactions with 360,000+ pairs, plus equal number of negative samples. Task: Binary Classification. Given a miRNA mature sequence and a target amino acid sequence, predict their likelihood of interaction. The miRNA is mmu-miR-194-5p with sequence UGUAACAGCAACUCCAUGUGGA. The protein sequence of the target gene is MGEGDAFWAPSVLPHSTLSTLSHHPQPQFGRRMESKVSEGGLNVTLTIRLLMHGKEVGSIIGKKGETVKKMREESGARINISEGNCPERIVTITGPTDAIFKAFAMIAYKFEEDIINSMSNSPATSKPPVTLRLVVPASQCGSLIGKGGSKIKEIRESTGAQVQVAGDMLPNSTERAVTISGTPDAIIQCVKQICVVMLESPPKGATIPYRPKPASTPVIFAGGQAYTIQGQYAIPHPDQLTKLHQLAMQQTPFPPLGQTNPAFPGEKLPLHSSEEAQNLMGQSSGLDASPPASTHELTI.... Result: 0 (no interaction).